From a dataset of Full USPTO retrosynthesis dataset with 1.9M reactions from patents (1976-2016). Predict the reactants needed to synthesize the given product. Given the product [C:28]1(=[O:30])[C:19]2[C:18]3=[C:23]([CH:24]=[CH:25][C:16](=[O:15])[N:17]3[CH2:26][CH2:27]1)[CH:22]=[CH:21][CH:20]=2, predict the reactants needed to synthesize it. The reactants are: O=P12OP3(OP(OP(O3)(O1)=O)(=O)O2)=O.[O:15]=[C:16]1[CH:25]=[CH:24][C:23]2[C:18](=[CH:19][CH:20]=[CH:21][CH:22]=2)[N:17]1[CH2:26][CH2:27][C:28]([OH:30])=O.N.